From a dataset of Full USPTO retrosynthesis dataset with 1.9M reactions from patents (1976-2016). Predict the reactants needed to synthesize the given product. (1) Given the product [CH2:7]([N:9]1[C:15]2[CH:16]=[C:17]([N+:20]([O-:22])=[O:21])[CH:18]=[CH:19][C:14]=2[O:13][CH2:12][CH:11]([OH:23])[CH2:10]1)[CH3:8].[CH2:7]([N:9]1[C:15]2[CH:16]=[C:17]([N+:20]([O-:22])=[O:21])[CH:18]=[CH:19][C:14]=2[O:13][CH2:12][CH:11]([N:1]2[CH2:6][CH2:5][O:4][CH2:3][CH2:2]2)[CH2:10]1)[CH3:8], predict the reactants needed to synthesize it. The reactants are: [NH:1]1[CH2:6][CH2:5][O:4][CH2:3][CH2:2]1.[CH2:7]([N:9]1[C:15]2[CH:16]=[C:17]([N+:20]([O-:22])=[O:21])[CH:18]=[CH:19][C:14]=2[O:13][CH2:12][C:11](=[O:23])[CH2:10]1)[CH3:8].C(O[BH-](OC(=O)C)OC(=O)C)(=O)C.[Na+]. (2) Given the product [NH2:1][C:2]1[NH:6][N:5]=[C:4]([C:7]2[CH:8]=[CH:9][C:10]([O:13][C:14]3[CH:19]=[CH:18][CH:17]=[CH:16][CH:15]=3)=[CH:11][CH:12]=2)[C:3]=1[C:20]([NH2:21])=[O:22], predict the reactants needed to synthesize it. The reactants are: [NH2:1][C:2]1[NH:6][N:5]=[C:4]([C:7]2[CH:12]=[CH:11][C:10]([O:13][C:14]3[CH:19]=[CH:18][CH:17]=[CH:16][CH:15]=3)=[CH:9][CH:8]=2)[C:3]=1[C:20]#[N:21].[OH2:22]. (3) The reactants are: [C:1]([N:8]1[CH2:15][C@H:14]([F:16])[CH2:13][C@H:9]1[C:10]([OH:12])=O)([O:3][C:4]([CH3:7])([CH3:6])[CH3:5])=[O:2].[NH2:17][C:18]1[CH:19]=[C:20]([CH:25]=[C:26]([Br:28])[CH:27]=1)[C:21]([O:23][CH3:24])=[O:22].CN(C(ON1N=NC2C=CC=CC1=2)=[N+](C)C)C.F[P-](F)(F)(F)(F)F.CCN(C(C)C)C(C)C. Given the product [C:4]([O:3][C:1]([N:8]1[CH2:15][C@H:14]([F:16])[CH2:13][C@H:9]1[C:10](=[O:12])[NH:17][C:18]1[CH:19]=[C:20]([C:21]([O:23][CH3:24])=[O:22])[CH:25]=[C:26]([Br:28])[CH:27]=1)=[O:2])([CH3:5])([CH3:6])[CH3:7], predict the reactants needed to synthesize it. (4) The reactants are: [Br:1][C:2]1[CH:3]=[CH:4][C:5]([NH:11][CH:12]=[CH:13][N+:14]([O-:16])=[O:15])=[C:6]([CH:10]=1)[C:7](O)=[O:8].C([O-])(=O)C.[K+].C(OC(=O)C)(=O)C. Given the product [Br:1][C:2]1[CH:10]=[C:6]2[C:5](=[CH:4][CH:3]=1)[N:11]=[CH:12][C:13]([N+:14]([O-:16])=[O:15])=[C:7]2[OH:8], predict the reactants needed to synthesize it. (5) Given the product [OH:8][C:5]1([CH2:9][CH2:10][C:11]2[C:20]3[C:15](=[CH:16][CH:17]=[C:18]([O:21][CH3:22])[N:19]=3)[N:14]=[CH:13][CH:12]=2)[CH2:6][CH2:7][N:2]([NH:1][C:34]([C:32]2[CH:31]=[CH:30][C:27]3[S:28][CH2:29][C:24](=[O:23])[NH:25][C:26]=3[N:33]=2)=[O:35])[CH2:3][CH2:4]1, predict the reactants needed to synthesize it. The reactants are: [NH2:1][N:2]1[CH2:7][CH2:6][C:5]([CH2:9][CH2:10][C:11]2[C:20]3[C:15](=[CH:16][CH:17]=[C:18]([O:21][CH3:22])[N:19]=3)[N:14]=[CH:13][CH:12]=2)([OH:8])[CH2:4][CH2:3]1.[O:23]=[C:24]1[CH2:29][S:28][C:27]2[CH:30]=[CH:31][C:32]([C:34](O)=[O:35])=[N:33][C:26]=2[NH:25]1.C(Cl)CCl.C1C=CC2N(O)N=NC=2C=1. (6) The reactants are: [CH2:1]([N:8]1[C:12]([CH3:13])=[C:11]([I:14])[CH:10]=[C:9]1[C:15]([OH:17])=O)[C:2]1[CH:7]=[CH:6][CH:5]=[CH:4][CH:3]=1.C(N1C=CN=C1)([N:20]1C=CN=C1)=O.[OH-]. Given the product [CH2:1]([N:8]1[C:12]([CH3:13])=[C:11]([I:14])[CH:10]=[C:9]1[C:15]([NH2:20])=[O:17])[C:2]1[CH:7]=[CH:6][CH:5]=[CH:4][CH:3]=1, predict the reactants needed to synthesize it. (7) Given the product [CH3:1][C:2]1[CH:3]=[CH:4][C:5]([C:8]2[CH:13]=[C:12]([C:14]([OH:23])([C:19]([F:20])([F:21])[F:22])[C:15]([F:17])([F:18])[F:16])[CH:11]=[C:10]([C:24]([OH:26])=[O:25])[CH:9]=2)=[CH:6][CH:7]=1, predict the reactants needed to synthesize it. The reactants are: [CH3:1][C:2]1[CH:7]=[CH:6][C:5]([C:8]2[CH:13]=[C:12]([C:14]([OH:23])([C:19]([F:22])([F:21])[F:20])[C:15]([F:18])([F:17])[F:16])[CH:11]=[C:10]([C:24]([O:26]C(C)(C)C)=[O:25])[CH:9]=2)=[CH:4][CH:3]=1.FC(F)(F)C(O)=O. (8) Given the product [C:1]([O:5][C:6]([N:8]1[CH2:9][CH:10]=[C:11]([C:14]2[C:22]3[S:21][C:20]([NH2:23])=[N:19][C:18]=3[C:17]([O:28][CH3:29])=[CH:16][CH:15]=2)[CH2:12][CH2:13]1)=[O:7])([CH3:4])([CH3:3])[CH3:2], predict the reactants needed to synthesize it. The reactants are: [C:1]([O:5][C:6]([N:8]1[CH2:13][CH:12]=[C:11]([C:14]2[C:22]3[S:21][C:20]([NH:23]C(OC)=O)=[N:19][C:18]=3[C:17]([O:28][CH3:29])=[CH:16][CH:15]=2)[CH2:10][CH2:9]1)=[O:7])([CH3:4])([CH3:3])[CH3:2].Cl. (9) Given the product [CH2:38]([N:40]([CH2:44][CH3:45])[C:41](=[O:42])[O:21][C:20]1[CH:19]=[CH:18][C:15]2[C:14](=[CH:13][C:12]([O:11][CH2:10][CH2:9][CH2:8][CH2:7][N:6]3[CH2:5][CH2:4][N:3]([C:23]4[CH:28]=[CH:27][CH:26]=[C:25]([Cl:29])[C:24]=4[Cl:30])[CH2:2][CH2:1]3)=[CH:17][CH:16]=2)[N:22]=1)[CH3:39], predict the reactants needed to synthesize it. The reactants are: [CH2:1]1[N:6]([CH2:7][CH2:8][CH2:9][CH2:10][O:11][C:12]2[CH:17]=[CH:16][C:15]3[CH:18]=[CH:19][C:20]([NH:22][C:14]=3[CH:13]=2)=[O:21])[CH2:5][CH2:4][N:3]([C:23]2[CH:28]=[CH:27][CH:26]=[C:25]([Cl:29])[C:24]=2[Cl:30])[CH2:2]1.C(N(CC)CC)C.[CH2:38]([N:40]([CH2:44][CH3:45])[C:41](Cl)=[O:42])[CH3:39]. (10) Given the product [NH2:1][C:2]1[S:6][N:5]=[C:4](/[C:7](=[N:38]/[O:39][C:40]([C:43]([OH:45])=[O:44])([CH3:42])[CH3:41])/[C:8]([NH:10][C@@H:11]2[C:36](=[O:37])[N:13]3[C:14]([C:20]([O-:22])=[O:21])=[C:15]([CH2:18][N+:73]4[N:74]([CH3:96])[C:75]([NH2:76])=[C:71]([NH:70][C:69]([NH:68][CH2:67][CH2:66][NH2:65])=[O:97])[CH:72]=4)[CH2:16][S:17][C@H:12]23)=[O:9])[N:3]=1, predict the reactants needed to synthesize it. The reactants are: [NH2:1][C:2]1[S:6][N:5]=[C:4](/[C:7](=[N:38]/[O:39][C:40]([C:43]([O:45]C(C)(C)C)=[O:44])([CH3:42])[CH3:41])/[C:8]([NH:10][C@@H:11]2[C:36](=[O:37])[N:13]3[C:14]([C:20]([O:22]C(C4C=CC=CC=4)C4C=CC=CC=4)=[O:21])=[C:15]([CH2:18]I)[CH2:16][S:17][C@H:12]23)=[O:9])[N:3]=1.C[Si](C)(C)NC(=O)C.C(OC([NH:65][CH2:66][CH2:67][NH:68][C:69](=[O:97])[NH:70][C:71]1[CH:72]=[N:73][N:74]([CH3:96])[C:75]=1[NH:76]C(C1C=CC=CC=1)(C1C=CC=CC=1)C1C=CC=CC=1)=O)(C)(C)C.C(OCC)(=O)C.